Dataset: Full USPTO retrosynthesis dataset with 1.9M reactions from patents (1976-2016). Task: Predict the reactants needed to synthesize the given product. (1) Given the product [F:1][C:2]1[CH:3]=[C:4]2[N:10]([C:22]3[N:27]=[C:26]([NH2:28])[C:25]([N+:29]([O-:31])=[O:30])=[CH:24][CH:23]=3)[N:9]=[C:8]([CH2:11][C:12]3[CH:17]=[CH:16][CH:15]=[CH:14][C:13]=3[F:18])[C:5]2=[N:6][CH:7]=1, predict the reactants needed to synthesize it. The reactants are: [F:1][C:2]1[CH:3]=[C:4]2[NH:10][N:9]=[C:8]([CH2:11][C:12]3[CH:17]=[CH:16][CH:15]=[CH:14][C:13]=3[F:18])[C:5]2=[N:6][CH:7]=1.[H-].[Na+].Cl[C:22]1[N:27]=[C:26]([NH2:28])[C:25]([N+:29]([O-:31])=[O:30])=[CH:24][CH:23]=1.O. (2) Given the product [NH2:25][CH2:24]/[CH:23]=[CH:22]/[C:20]1[CH2:21][C@H:15]2[C:14](=[O:43])[N:13]([CH2:44][O:45][CH2:46][CH2:47][Si:48]([CH3:50])([CH3:51])[CH3:49])[C:12]3[CH:52]=[C:53]([O:54][CH2:55][CH2:56][CH2:57][O:58][C:59]4[C:60]([O:96][CH3:97])=[CH:61][C:62]5[C:68](=[O:69])[N:67]6[CH:70]=[C:71]([C:73]7[CH:74]=[CH:75][C:76]([N:79]8[CH2:84][CH2:83][N:82]([CH3:85])[CH2:81][CH2:80]8)=[CH:77][CH:78]=7)[CH2:72][C@H:66]6[C:65](=[O:86])[N:64]([CH2:87][O:88][CH2:89][CH2:90][Si:91]([CH3:92])([CH3:94])[CH3:93])[C:63]=5[CH:95]=4)[C:9]([O:8][CH3:7])=[CH:10][C:11]=3[C:17](=[O:18])[N:16]2[CH:19]=1, predict the reactants needed to synthesize it. The reactants are: N1CCCCC1.[CH3:7][O:8][C:9]1[C:53]([O:54][CH2:55][CH2:56][CH2:57][O:58][C:59]2[C:60]([O:96][CH3:97])=[CH:61][C:62]3[C:68](=[O:69])[N:67]4[CH:70]=[C:71]([C:73]5[CH:78]=[CH:77][C:76]([N:79]6[CH2:84][CH2:83][N:82]([CH3:85])[CH2:81][CH2:80]6)=[CH:75][CH:74]=5)[CH2:72][C@H:66]4[C:65](=[O:86])[N:64]([CH2:87][O:88][CH2:89][CH2:90][Si:91]([CH3:94])([CH3:93])[CH3:92])[C:63]=3[CH:95]=2)=[CH:52][C:12]2[N:13]([CH2:44][O:45][CH2:46][CH2:47][Si:48]([CH3:51])([CH3:50])[CH3:49])[C:14](=[O:43])[C@@H:15]3[CH2:21][C:20](/[CH:22]=[CH:23]/[CH2:24][NH:25]C(=O)OCC4C5C=CC=CC=5C5C4=CC=CC=5)=[CH:19][N:16]3[C:17](=[O:18])[C:11]=2[CH:10]=1. (3) Given the product [CH2:15]([O:14][C:7]1[C:8]2[NH:9][C:10](=[O:13])[S:11][C:12]=2[C:4]([C:1](=[O:3])[CH2:2][Br:22])=[CH:5][CH:6]=1)[C:16]1[CH:21]=[CH:20][CH:19]=[CH:18][CH:17]=1, predict the reactants needed to synthesize it. The reactants are: [C:1]([C:4]1[C:12]2[S:11][C:10](=[O:13])[NH:9][C:8]=2[C:7]([O:14][CH2:15][C:16]2[CH:21]=[CH:20][CH:19]=[CH:18][CH:17]=2)=[CH:6][CH:5]=1)(=[O:3])[CH3:2].[Br-:22].[Br-].[Br-].C1([N+](C)(C)C)C=CC=CC=1.C1([N+](C)(C)C)C=CC=CC=1.C1([N+](C)(C)C)C=CC=CC=1. (4) The reactants are: [CH2:1]([N:8]1[CH2:10][C:9]1([CH3:12])[CH3:11])[C:2]1[CH:7]=[CH:6][CH:5]=[CH:4][CH:3]=1.C(=O)([O-])O.[Na+].[CH:18]([OH:21])([CH3:20])[CH3:19]. Given the product [CH2:1]([NH:8][CH2:10][C:9]([O:21][CH:18]([CH3:20])[CH3:19])([CH3:12])[CH3:11])[C:2]1[CH:7]=[CH:6][CH:5]=[CH:4][CH:3]=1, predict the reactants needed to synthesize it.